From a dataset of Reaction yield outcomes from USPTO patents with 853,638 reactions. Predict the reaction yield, written as a fraction of the theoretical maximum amount of product (1.0 means a 100% yield; for example, 0.34 means a 34% yield). The reactants are [C:1]([O:5][C:6]([NH:8][C@H:9]1[CH2:17][O:16][C:15](=[O:18])[C@H:14]([CH2:19]C(O)=O)[C@@H:13]([O:23][C:24](=[O:28])[CH:25]([CH3:27])[CH3:26])[C@H:12]([CH3:29])[O:11][C:10]1=[O:30])=[O:7])([CH3:4])([CH3:3])[CH3:2].CN1CCOCC1.C(OC(Cl)=O)C(C)C.[SH:46][C:47]1[CH:52]=[CH:51][CH:50]=[CH:49][N+:48]=1[O-].[Al]. The catalyst is C1COCC1. The product is [C:24]([O:23][C@@H:13]1[C@@H:14]([CH2:19][S:46][C:47]2[CH:52]=[CH:51][CH:50]=[CH:49][N:48]=2)[C:15](=[O:18])[O:16][CH2:17][C@H:9]([NH:8][C:6]([O:5][C:1]([CH3:3])([CH3:2])[CH3:4])=[O:7])[C:10](=[O:30])[O:11][C@H:12]1[CH3:29])(=[O:28])[CH:25]([CH3:27])[CH3:26]. The yield is 0.290.